This data is from Forward reaction prediction with 1.9M reactions from USPTO patents (1976-2016). The task is: Predict the product of the given reaction. (1) Given the reactants [F:1][C:2]1[CH:7]=[C:6]([I:8])[CH:5]=[CH:4][C:3]=1[NH:9][C:10]1[N:15]([CH3:16])[C:14](=[O:17])[N:13]([CH3:18])[C:12](=[O:19])[C:11]=1[C:20](OC1C=CC=CC=1)=[O:21].[N:29]1([CH2:35][CH2:36][OH:37])[CH2:34][CH2:33][NH:32][CH2:31][CH2:30]1, predict the reaction product. The product is: [F:1][C:2]1[CH:7]=[C:6]([I:8])[CH:5]=[CH:4][C:3]=1[NH:9][C:10]1[N:15]([CH3:16])[C:14](=[O:17])[N:13]([CH3:18])[C:12](=[O:19])[C:11]=1[C:20]([N:32]1[CH2:33][CH2:34][N:29]([CH2:35][CH2:36][OH:37])[CH2:30][CH2:31]1)=[O:21]. (2) Given the reactants [NH2:1][C:2]1[N:7]=[C:6]([C:8]2[O:9][CH:10]=[CH:11][CH:12]=2)[C:5]([C:13]#[N:14])=[C:4](S(C)=O)[N:3]=1.[CH2:18]([NH:25][CH2:26][CH2:27][NH2:28])[C:19]1[CH:24]=[CH:23][CH:22]=[CH:21][CH:20]=1, predict the reaction product. The product is: [NH2:1][C:2]1[N:3]=[C:4]([NH:28][CH2:27][CH2:26][NH:25][CH2:18][C:19]2[CH:24]=[CH:23][CH:22]=[CH:21][CH:20]=2)[C:5]([C:13]#[N:14])=[C:6]([C:8]2[O:9][CH:10]=[CH:11][CH:12]=2)[N:7]=1. (3) The product is: [Cl:18][C:14]1[C:8]2[C:9](=[O:10])[NH:4][N:5]=[CH:6][C:7]=2[N:17]=[CH:16][CH:15]=1. Given the reactants C([NH:4]/[N:5]=[CH:6]/[C:7]1[N:17]=[CH:16][CH:15]=[C:14]([Cl:18])[C:8]=1[C:9](OCC)=[O:10])(=O)C.[OH-].[Na+], predict the reaction product. (4) The product is: [Cl:29][C:30]1[CH:35]=[C:34]([Cl:36])[CH:33]=[CH:32][C:31]=1[C:37]1[C:45]2[C:41](=[C:42]([CH:47]=[CH:2][O:3][CH3:4])[N:43]([CH3:46])[N:44]=2)[CH:40]=[CH:39][CH:38]=1. Given the reactants [Cl-].[CH3:2][O:3][CH2:4][P+](C1C=CC=CC=1)(C1C=CC=CC=1)C1C=CC=CC=1.C([Li])CCC.[Cl:29][C:30]1[CH:35]=[C:34]([Cl:36])[CH:33]=[CH:32][C:31]=1[C:37]1[C:45]2[C:41](=[C:42]([CH:47]=O)[N:43]([CH3:46])[N:44]=2)[CH:40]=[CH:39][CH:38]=1.[Cl-].[NH4+], predict the reaction product. (5) Given the reactants [CH3:1][C:2]1[N:3]=[C:4]([NH:29][CH3:30])[S:5][C:6]=1[C:7]1[CH:12]=[CH:11][N:10]=[C:9]([NH:13][C:14]2[CH:19]=[CH:18][C:17]([N:20]3[CH2:25][CH2:24][N:23](C(=O)C)[CH2:22][CH2:21]3)=[CH:16][CH:15]=2)[N:8]=1.CC#N.CC1N=C(NC)SC=1C1C=CN=C(NC2C=C(C=CC=2)CNC(=O)C)N=1.[N+]([O-])(O)=O.N(C1C=C(C=CC=1)CNC(=O)C)C(N)=N, predict the reaction product. The product is: [CH3:1][C:2]1[N:3]=[C:4]([NH:29][CH3:30])[S:5][C:6]=1[C:7]1[CH:12]=[CH:11][N:10]=[C:9]([NH:13][C:14]2[CH:15]=[CH:16][C:17]([N:20]3[CH2:21][CH2:22][NH:23][CH2:24][CH2:25]3)=[CH:18][CH:19]=2)[N:8]=1. (6) Given the reactants [C:1]([NH:24][C:25]1[S:26][C:27]2[CH2:33][C@H:32]([N:34]([CH2:42][CH2:43][CH3:44])C(=O)OC(C)(C)C)[CH2:31][CH2:30][C:28]=2[N:29]=1)(=[O:23])[CH2:2][CH2:3]/[CH:4]=[CH:5]\[CH2:6]/[CH:7]=[CH:8]\[CH2:9]/[CH:10]=[CH:11]\[CH2:12]/[CH:13]=[CH:14]\[CH2:15]/[CH:16]=[CH:17]\[CH2:18]/[CH:19]=[CH:20]\[CH2:21][CH3:22], predict the reaction product. The product is: [CH2:42]([NH:34][C@@H:32]1[CH2:31][CH2:30][C:28]2[N:29]=[C:25]([NH:24][C:1](=[O:23])[CH2:2][CH2:3]/[CH:4]=[CH:5]\[CH2:6]/[CH:7]=[CH:8]\[CH2:9]/[CH:10]=[CH:11]\[CH2:12]/[CH:13]=[CH:14]\[CH2:15]/[CH:16]=[CH:17]\[CH2:18]/[CH:19]=[CH:20]\[CH2:21][CH3:22])[S:26][C:27]=2[CH2:33]1)[CH2:43][CH3:44]. (7) Given the reactants [NH2:1][CH2:2][CH:3]1[CH2:8][N:7]([CH2:9][CH2:10][C:11]2[C:20]3[C:15](=[CH:16][CH:17]=[C:18]([O:21][CH3:22])[N:19]=3)[N:14]=[CH:13][C:12]=2[F:23])[CH2:6][CH2:5][N:4]1[C:24]([O:26][CH2:27][CH:28]1[C:40]2[CH:39]=[CH:38][CH:37]=[CH:36][C:35]=2[C:34]2[C:29]1=[CH:30][CH:31]=[CH:32][CH:33]=2)=[O:25].[O:41]=[C:42]1[CH2:47][S:46][C:45]2[CH:48]=[CH:49][C:50]([CH:52]=O)=[N:51][C:44]=2[NH:43]1.[BH-](OC(C)=O)(OC(C)=O)OC(C)=O.[Na+], predict the reaction product. The product is: [F:23][C:12]1[CH:13]=[N:14][C:15]2[C:20]([C:11]=1[CH2:10][CH2:9][N:7]1[CH2:6][CH2:5][N:4]([C:24]([O:26][CH2:27][CH:28]3[C:29]4[CH:30]=[CH:31][CH:32]=[CH:33][C:34]=4[C:35]4[C:40]3=[CH:39][CH:38]=[CH:37][CH:36]=4)=[O:25])[CH:3]([CH2:2][NH:1][CH2:52][C:50]3[CH:49]=[CH:48][C:45]4[S:46][CH2:47][C:42](=[O:41])[NH:43][C:44]=4[N:51]=3)[CH2:8]1)=[N:19][C:18]([O:21][CH3:22])=[CH:17][CH:16]=2. (8) The product is: [Br:16][CH2:14][C:9]1[CH:10]=[CH:11][CH:12]=[CH:13][C:8]=1[CH2:7][C:1]1[CH:6]=[CH:5][CH:4]=[CH:3][CH:2]=1. Given the reactants [C:1]1([CH2:7][C:8]2[CH:13]=[CH:12][CH:11]=[CH:10][C:9]=2[CH2:14]O)[CH:6]=[CH:5][CH:4]=[CH:3][CH:2]=1.[BrH:16], predict the reaction product. (9) Given the reactants [O:1]1[CH2:6][CH2:5][CH2:4][CH2:3][CH:2]1[O:7][NH:8][C:9]([C:11]1[CH:12]=[C:13]2[C:18](=[CH:19][CH:20]=1)[CH2:17][N:16](C(OCC1C=CC=CC=1)=O)[CH2:15][CH2:14]2)=[O:10].C(O)C.[H][H], predict the reaction product. The product is: [O:1]1[CH2:6][CH2:5][CH2:4][CH2:3][CH:2]1[O:7][NH:8][C:9]([C:11]1[CH:12]=[C:13]2[C:18](=[CH:19][CH:20]=1)[CH2:17][NH:16][CH2:15][CH2:14]2)=[O:10]. (10) The product is: [CH2:1]([O:4][C:5]1([CH3:45])[CH2:6][CH2:7][N:8]([C:11]2[C:12]3[N:13]([N:28]=[C:29]([C:31]4[CH:32]=[C:33]([C:37]5[CH:42]=[C:41]([F:43])[CH:40]=[CH:39][C:38]=5[O:44][C@H:49]([CH2:48][CH:47]=[CH2:46])[CH3:50])[CH:34]=[CH:35][CH:36]=4)[CH:30]=3)[CH:14]=[C:15]([CH3:27])[C:16]=2[C@H:17]([O:22][C:23]([CH3:25])([CH3:24])[CH3:26])[C:18]([O:20][CH3:21])=[O:19])[CH2:9][CH2:10]1)[CH:2]=[CH2:3]. Given the reactants [CH2:1]([O:4][C:5]1([CH3:45])[CH2:10][CH2:9][N:8]([C:11]2[C:12]3[N:13]([N:28]=[C:29]([C:31]4[CH:32]=[C:33]([C:37]5[CH:42]=[C:41]([F:43])[CH:40]=[CH:39][C:38]=5[OH:44])[CH:34]=[CH:35][CH:36]=4)[CH:30]=3)[CH:14]=[C:15]([CH3:27])[C:16]=2[C@H:17]([O:22][C:23]([CH3:26])([CH3:25])[CH3:24])[C:18]([O:20][CH3:21])=[O:19])[CH2:7][CH2:6]1)[CH:2]=[CH2:3].[CH3:46][C@@H:47](O)[CH2:48][CH:49]=[CH2:50].C1C=CC(P(C2C=CC=CC=2)C2C=CC=CC=2)=CC=1.CCOC(/N=N/C(OCC)=O)=O, predict the reaction product.